From a dataset of Catalyst prediction with 721,799 reactions and 888 catalyst types from USPTO. Predict which catalyst facilitates the given reaction. (1) Reactant: [I:1][C:2]1[CH:3]=[N:4][NH:5][CH:6]=1.CS(O[CH2:12][C:13]1([CH3:30])[CH2:17][C:16](=[O:18])[N:15]([CH2:19][C:20]2[CH:25]=[CH:24][C:23]([O:26][CH3:27])=[CH:22][C:21]=2[O:28][CH3:29])[CH2:14]1)(=O)=O.C(=O)([O-])[O-].[Cs+].[Cs+].[I-].[K+]. Product: [CH3:29][O:28][C:21]1[CH:22]=[C:23]([O:26][CH3:27])[CH:24]=[CH:25][C:20]=1[CH2:19][N:15]1[CH2:14][C:13]([CH2:30][N:4]2[CH:3]=[C:2]([I:1])[CH:6]=[N:5]2)([CH3:12])[CH2:17][C:16]1=[O:18]. The catalyst class is: 18. (2) Reactant: Cl[CH2:2][C:3]([NH:5][C:6]1[CH:7]=[N:8][C:9]([O:12][C:13]2[CH:14]=[C:15]3[C:20](=[CH:21][CH:22]=2)[O:19][CH:18]([C:23]2[CH:28]=[CH:27][CH:26]=[CH:25][CH:24]=2)[CH2:17][CH2:16]3)=[CH:10][CH:11]=1)=[O:4].C(=O)([O-])[O-].[K+].[K+].[NH:35]1[CH2:39][CH2:38][CH2:37][CH2:36]1.O. Product: [C:23]1([CH:18]2[CH2:17][CH2:16][C:15]3[C:20](=[CH:21][CH:22]=[C:13]([O:12][C:9]4[N:8]=[CH:7][C:6]([NH:5][C:3](=[O:4])[CH2:2][N:35]5[CH2:39][CH2:38][CH2:37][CH2:36]5)=[CH:11][CH:10]=4)[CH:14]=3)[O:19]2)[CH:28]=[CH:27][CH:26]=[CH:25][CH:24]=1. The catalyst class is: 10. (3) Reactant: [CH2:1]([C@@:4]1([O:30][CH3:31])[CH2:9][C@H:8]([C:10]2[CH:15]=[CH:14][CH:13]=[C:12]([Cl:16])[CH:11]=2)[C@@H:7]([C:17]2[CH:22]=[CH:21][C:20]([Cl:23])=[CH:19][CH:18]=2)[N:6]([C@@H:24]([CH2:27][CH3:28])CO)[C:5]1=[O:29])[CH:2]=[CH2:3].[CH3:32][NH:33][S:34]([CH:37]1[CH2:39][CH2:38]1)(=[O:36])=[O:35].[C:40](C=P(CCCC)(CCCC)CCCC)#N. Product: [CH2:1]([C@@:4]1([O:30][CH3:31])[CH2:9][C@H:8]([C:10]2[CH:15]=[CH:14][CH:13]=[C:12]([Cl:16])[CH:11]=2)[C@@H:7]([C:17]2[CH:18]=[CH:19][C:20]([Cl:23])=[CH:21][CH:22]=2)[N:6]([C@@H:24]([CH2:27][CH3:28])[CH2:32][N:33]([CH3:40])[S:34]([CH:37]2[CH2:39][CH2:38]2)(=[O:36])=[O:35])[C:5]1=[O:29])[CH:2]=[CH2:3]. The catalyst class is: 11.